This data is from Catalyst prediction with 721,799 reactions and 888 catalyst types from USPTO. The task is: Predict which catalyst facilitates the given reaction. (1) Reactant: [CH3:1][CH:2]([C:4]1[CH:9]=[CH:8][C:7]([CH2:10][CH:11]=[O:12])=[CH:6][CH:5]=1)[CH3:3].[CH2:13](Cl)Cl.C[N+](C)=C.[I-].[Cl-].[NH4+]. Product: [CH3:3][CH:2]([C:4]1[CH:5]=[CH:6][C:7]([C:10](=[CH2:13])[CH:11]=[O:12])=[CH:8][CH:9]=1)[CH3:1]. The catalyst class is: 66. (2) Reactant: [F:1][C:2]1[CH:3]=[C:4]([CH:13]=[CH:14][CH:15]=1)[O:5][C:6]1[CH:11]=[CH:10][CH:9]=[CH:8][C:7]=1Br.[Li:16]C(C)(C)C.CCCCC. Product: [F:1][C:2]1[CH:3]=[C:4]([CH:13]=[CH:14][CH:15]=1)[O:5][C:6]1[CH:11]=[CH:10][CH:9]=[CH:8][C:7]=1[Li:16]. The catalyst class is: 1.